This data is from Forward reaction prediction with 1.9M reactions from USPTO patents (1976-2016). The task is: Predict the product of the given reaction. (1) Given the reactants C(OC([N:8]1[CH2:12][CH2:11][CH:10]([OH:13])[CH2:9]1)=O)(C)(C)C.[Br:14][C:15]1[CH:20]=[CH:19][CH:18]=[CH:17][C:16]=1O.C1(P(C2C=CC=CC=2)C2C=CC=CC=2)C=CC=CC=1.N(C(OC(C)C)=O)=NC(OC(C)C)=O, predict the reaction product. The product is: [Br:14][C:15]1[CH:20]=[CH:19][CH:18]=[CH:17][C:16]=1[O:13][CH:10]1[CH2:11][CH2:12][NH:8][CH2:9]1. (2) Given the reactants [CH3:1][C:2]1([CH3:38])[S:7](=[O:9])(=[O:8])[C@@H:6]2[CH2:10][CH2:11][S:12][C:13]3[CH:18]=[CH:17][C:16]([N+:19]([O-])=O)=[CH:15][C:14]=3[C@@:5]2([CH3:22])[N:4]=[C:3]1[N:23]([C:31]([O:33][C:34]([CH3:37])([CH3:36])[CH3:35])=[O:32])[C:24](=[O:30])[O:25][C:26]([CH3:29])([CH3:28])[CH3:27].CCOC(C)=O, predict the reaction product. The product is: [NH2:19][C:16]1[CH:17]=[CH:18][C:13]2[S:12][CH2:11][CH2:10][C@H:6]3[S:7](=[O:8])(=[O:9])[C:2]([CH3:38])([CH3:1])[C:3]([N:23]([C:24]([O:25][C:26]([CH3:27])([CH3:28])[CH3:29])=[O:30])[C:31](=[O:32])[O:33][C:34]([CH3:35])([CH3:36])[CH3:37])=[N:4][C@:5]3([CH3:22])[C:14]=2[CH:15]=1.